Predict the product of the given reaction. From a dataset of Forward reaction prediction with 1.9M reactions from USPTO patents (1976-2016). Given the reactants [CH3:1][C:2]1([C:17]([O:19]C)=[O:18])[CH2:6][CH2:5][CH2:4][N:3]1[C:7]([O:9][CH2:10][C:11]1[CH:16]=[CH:15][CH:14]=[CH:13][CH:12]=1)=[O:8].CO.O.[OH-].[Li+].Cl, predict the reaction product. The product is: [CH2:10]([O:9][C:7]([N:3]1[CH2:4][CH2:5][CH2:6][C:2]1([CH3:1])[C:17]([OH:19])=[O:18])=[O:8])[C:11]1[CH:12]=[CH:13][CH:14]=[CH:15][CH:16]=1.